Dataset: Catalyst prediction with 721,799 reactions and 888 catalyst types from USPTO. Task: Predict which catalyst facilitates the given reaction. Reactant: [NH2:1][C@@H:2]1[CH2:6][N:5]([CH2:7][C:8]2[C:17]3[C:12](=[CH:13][CH:14]=[CH:15][CH:16]=3)[CH:11]=[CH:10][CH:9]=2)[CH2:4][C@H:3]1[C:18]([OH:20])=[O:19].[O:21](C(OC(C)(C)C)=O)[C:22]([O:24][C:25]([CH3:28])([CH3:27])[CH3:26])=O.CCN(CC)CC.Cl. Product: [C:25]([O:24][C:22]([NH:1][C@@H:2]1[CH2:6][N:5]([CH2:7][C:8]2[C:17]3[C:12](=[CH:13][CH:14]=[CH:15][CH:16]=3)[CH:11]=[CH:10][CH:9]=2)[CH2:4][C@H:3]1[C:18]([OH:20])=[O:19])=[O:21])([CH3:28])([CH3:27])[CH3:26]. The catalyst class is: 38.